Dataset: Full USPTO retrosynthesis dataset with 1.9M reactions from patents (1976-2016). Task: Predict the reactants needed to synthesize the given product. (1) Given the product [Br:1][C:2]1[CH:10]=[CH:9][C:5]([C:6]([NH:14][CH:11]2[CH2:13][CH2:12]2)=[O:7])=[CH:4][N:3]=1, predict the reactants needed to synthesize it. The reactants are: [Br:1][C:2]1[CH:10]=[CH:9][C:5]([C:6](Cl)=[O:7])=[CH:4][N:3]=1.[CH:11]1([NH2:14])[CH2:13][CH2:12]1. (2) Given the product [CH2:39]([O:38][C:36](=[O:37])[NH:35][C:34]1[CH:33]=[CH:32][C:31]([F:42])=[C:26]([C:27](=[O:29])[CH2:14][C:15]2[CH:20]=[CH:19][N:18]=[C:17]([Cl:21])[N:16]=2)[C:25]=1[F:24])[CH:40]=[CH2:41], predict the reactants needed to synthesize it. The reactants are: C(OC(=O)NC1C=CC=C(C(=O)[CH2:14][C:15]2[CH:20]=[CH:19][N:18]=[C:17]([Cl:21])[N:16]=2)C=1)C=C.[F:24][C:25]1[C:34]([NH:35][C:36]([O:38][CH2:39][CH:40]=[CH2:41])=[O:37])=[CH:33][CH:32]=[C:31]([F:42])[C:26]=1[C:27]([O:29]C)=O.ClC1N=C(C)C=CN=1. (3) Given the product [F:1][C:2]1[C:10]2[O:9][CH:8]([CH:11]3[CH2:12][CH2:13][N:14]([C:17]4[N:22]=[CH:21][C:20]([CH2:23][CH2:24][CH3:25])=[CH:19][N:18]=4)[CH2:15][CH2:16]3)[CH2:7][C:6]=2[CH:5]=[C:4]([C:26]2[CH2:27][CH2:28][N:29]([S:35]([CH2:32][CH2:33][CH3:34])(=[O:37])=[O:36])[CH2:30][CH:31]=2)[CH:3]=1, predict the reactants needed to synthesize it. The reactants are: [F:1][C:2]1[C:10]2[O:9][CH:8]([CH:11]3[CH2:16][CH2:15][N:14]([C:17]4[N:22]=[CH:21][C:20]([CH2:23][CH2:24][CH3:25])=[CH:19][N:18]=4)[CH2:13][CH2:12]3)[CH2:7][C:6]=2[CH:5]=[C:4]([C:26]2[CH2:27][CH2:28][NH:29][CH2:30][CH:31]=2)[CH:3]=1.[CH2:32]([S:35](Cl)(=[O:37])=[O:36])[CH2:33][CH3:34]. (4) Given the product [CH3:31][C@H:32]1[CH2:37][O:36][CH2:35][CH2:34][N:33]1[C:4]1[CH:3]=[CH:2][C:7]2[CH2:8][N:9]([C:13]([O:15][C:16]([CH3:19])([CH3:18])[CH3:17])=[O:14])[CH2:10][CH2:11][O:12][C:6]=2[CH:5]=1, predict the reactants needed to synthesize it. The reactants are: Br[C:2]1[C:7]2[CH2:8][N:9]([C:13]([O:15][C:16]([CH3:19])([CH3:18])[CH3:17])=[O:14])[CH2:10][CH2:11][O:12][C:6]=2[CH:5]=[CH:4][CH:3]=1.C1(C)C=CC(S(O)(=O)=O)=CC=1.[CH3:31][C@H:32]1[CH2:37][O:36][CH2:35][CH2:34][NH:33]1.CC(C)([O-])C.[Na+].C1(C)C=CC=CC=1. (5) Given the product [CH3:14][O:13][C:3]1[C:4]([N+:10]([O-:12])=[O:11])=[C:5]([NH:6][CH3:7])[CH:8]=[CH:9][C:2]=1[C:20]1[C:19]2[CH:31]=[CH:32][N:33]([S:34]([C:37]3[CH:42]=[CH:41][C:40]([CH3:43])=[CH:39][CH:38]=3)(=[O:36])=[O:35])[C:18]=2[C:17](=[O:44])[N:16]([CH3:15])[CH:21]=1, predict the reactants needed to synthesize it. The reactants are: Br[C:2]1[CH:9]=[CH:8][C:5]([NH:6][CH3:7])=[C:4]([N+:10]([O-:12])=[O:11])[C:3]=1[O:13][CH3:14].[CH3:15][N:16]1[CH:21]=[C:20](B2OC(C)(C)C(C)(C)O2)[C:19]2[CH:31]=[CH:32][N:33]([S:34]([C:37]3[CH:42]=[CH:41][C:40]([CH3:43])=[CH:39][CH:38]=3)(=[O:36])=[O:35])[C:18]=2[C:17]1=[O:44]. (6) The reactants are: C([O:3][C:4](=[O:20])[C@@H:5]([O:18][CH3:19])[CH2:6][C:7]1[CH:12]=[CH:11][C:10]([O:13][CH2:14][C:15]([OH:17])=O)=[CH:9][CH:8]=1)C.[F:21][C:22]1[CH:31]=[CH:30][C:25]2[N:26]=[C:27]([NH2:29])[S:28][C:24]=2[CH:23]=1.C(O[C@@H](CC1C=CC(O[C@@H](C(=O)NCCC2C=CC(OC3C=CC=CC=3)=CC=2)C)=CC=1)C(O)=O)C. Given the product [F:21][C:22]1[CH:31]=[CH:30][C:25]2[N:26]=[C:27]([NH:29][C:15]([CH2:14][O:13][C:10]3[CH:9]=[CH:8][C:7]([CH2:6][C@H:5]([O:18][CH3:19])[C:4]([OH:3])=[O:20])=[CH:12][CH:11]=3)=[O:17])[S:28][C:24]=2[CH:23]=1, predict the reactants needed to synthesize it. (7) Given the product [I:13][C:2]1[C:10]2[N:9]=[CH:8][NH:7][C:6]=2[CH:5]=[CH:4][CH:3]=1, predict the reactants needed to synthesize it. The reactants are: Br[C:2]1[C:10]2[N:9]=[CH:8][NH:7][C:6]=2[CH:5]=[CH:4][CH:3]=1.O.O.[I-:13].[Na+].CNCCNC.